Dataset: Full USPTO retrosynthesis dataset with 1.9M reactions from patents (1976-2016). Task: Predict the reactants needed to synthesize the given product. Given the product [CH3:1][C:2]1([CH3:39])[C:29](=[O:30])[NH:28][C:5]2=[N:6][CH:7]=[C:8]([C:10]3[CH:15]=[CH:14][C:13]([C:16]4[NH:20][CH:19]=[N:18][N:17]=4)=[CH:12][C:11]=3[CH3:27])[N:9]=[C:4]2[N:3]1[CH2:31][CH2:32][CH:33]1[CH2:34][CH2:35][O:36][CH2:37][CH2:38]1, predict the reactants needed to synthesize it. The reactants are: [CH3:1][C:2]1([CH3:39])[C:29](=[O:30])[NH:28][C:5]2=[N:6][CH:7]=[C:8]([C:10]3[CH:15]=[CH:14][C:13]([C:16]4[N:20](C5CCCCO5)[CH:19]=[N:18][N:17]=4)=[CH:12][C:11]=3[CH3:27])[N:9]=[C:4]2[N:3]1[CH2:31][CH2:32][CH:33]1[CH2:38][CH2:37][O:36][CH2:35][CH2:34]1.CC1C=C(C2N(C3CCCCO3)C=NN=2)C=CC=1B1OC(C)(C)C(C)(C)O1.BrC1N=C2N(CCC3CCOCC3)C(C)(C)C(=O)NC2=NC=1.ClCCl.C(=O)([O-])[O-].[Na+].[Na+].O.